This data is from Forward reaction prediction with 1.9M reactions from USPTO patents (1976-2016). The task is: Predict the product of the given reaction. Given the reactants FC(F)(F)C(O)=O.C(OC([N:15]1[CH2:20][CH2:19][N:18]([C:21]2[CH:26]=[CH:25][C:24]([NH:27][C:28]([NH:30][C:31]3[CH:36]=[C:35]([CH3:37])[CH:34]=[CH:33][C:32]=3[O:38][CH3:39])=[O:29])=[CH:23][CH:22]=2)[CH2:17][CH2:16]1)=O)(C)(C)C, predict the reaction product. The product is: [CH3:39][O:38][C:32]1[CH:33]=[CH:34][C:35]([CH3:37])=[CH:36][C:31]=1[NH:30][C:28]([NH:27][C:24]1[CH:25]=[CH:26][C:21]([N:18]2[CH2:17][CH2:16][NH:15][CH2:20][CH2:19]2)=[CH:22][CH:23]=1)=[O:29].